Task: Predict the product of the given reaction.. Dataset: Forward reaction prediction with 1.9M reactions from USPTO patents (1976-2016) (1) Given the reactants [Cl:1][C:2]1[CH:3]=[C:4]2[C:9](=[CH:10][CH:11]=1)[CH:8]=[C:7]([S:12]([N:15]1[CH2:20][CH2:19][NH:18][CH:17]([CH2:21][C:22]([O:24][CH3:25])=[O:23])[CH2:16]1)(=[O:14])=[O:13])[CH:6]=[CH:5]2.Cl.[N:27]1[CH:32]=[CH:31][CH:30]=[CH:29][C:28]=1[C:33]1[CH:41]=[CH:40][C:36]([C:37](O)=[O:38])=[CH:35][CH:34]=1, predict the reaction product. The product is: [Cl:1][C:2]1[CH:3]=[C:4]2[C:9](=[CH:10][CH:11]=1)[CH:8]=[C:7]([S:12]([N:15]1[CH2:20][CH2:19][N:18]([C:37](=[O:38])[C:36]3[CH:40]=[CH:41][C:33]([C:28]4[CH:29]=[CH:30][CH:31]=[CH:32][N:27]=4)=[CH:34][CH:35]=3)[CH:17]([CH2:21][C:22]([O:24][CH3:25])=[O:23])[CH2:16]1)(=[O:13])=[O:14])[CH:6]=[CH:5]2. (2) Given the reactants [CH:1]1[C:15](=[O:16])[N:14]=[C:13]2[N:3]([C@@H:4]3[O:8][C@H:7]([CH2:9][OH:10])[C@@H:6]([OH:11])[C@@H:5]3[O:12]2)[CH:2]=1.[C:17]1([CH2:41][OH:42])[C:34]2[C:35]3[C:40]4[C:19](=[CH:20][CH:21]=[C:22]5[C:39]=4[C:38]4[C:25](=[CH:26][CH:27]=[C:28]6[C:37]=4[C:36]=3[C:31](=[CH:32][CH:33]=2)[CH:30]=[CH:29]6)[CH:24]=[CH:23]5)[CH:18]=1.C([O-])(O)=O.[Na+].C1COCC1, predict the reaction product. The product is: [C:17]1([CH2:41][O:42][C@@H:5]2[C@H:6]([OH:11])[C@@H:7]([CH2:9][OH:10])[O:8][C@H:4]2[N:3]2[CH:2]=[CH:1][C:15](=[O:16])[NH:14][C:13]2=[O:12])[C:34]2[C:35]3[C:40]4[C:19](=[CH:20][CH:21]=[C:22]5[C:39]=4[C:38]4[C:25](=[CH:26][CH:27]=[C:28]6[C:37]=4[C:36]=3[C:31](=[CH:32][CH:33]=2)[CH:30]=[CH:29]6)[CH:24]=[CH:23]5)[CH:18]=1. (3) Given the reactants [CH3:1][C:2]1[CH:16]=[CH:15][C:5]([C:6]([NH:8][CH:9](O)[C:10]([Cl:13])([Cl:12])[Cl:11])=[O:7])=[CH:4][CH:3]=1.N1C=CC=CC=1.S(Cl)([Cl:25])=O.C(OCC)C, predict the reaction product. The product is: [CH3:1][C:2]1[CH:16]=[CH:15][C:5]([C:6]([NH:8][CH:9]([Cl:25])[C:10]([Cl:13])([Cl:12])[Cl:11])=[O:7])=[CH:4][CH:3]=1. (4) Given the reactants Br[C:2]1[CH:7]=[CH:6][C:5]([C:8]2[CH:13]=[C:12]([CH3:14])[CH:11]=[C:10]([CH3:15])[CH:9]=2)=[C:4]([C:16]2[O:17][C:18]3[CH:24]=[CH:23][C:22]([CH3:25])=[CH:21][C:19]=3[N:20]=2)[CH:3]=1.[O-]P([O-])([O-])=O.[K+].[K+].[K+].CNCCNC.[F:40][C:41]([F:53])([F:52])[O:42][C:43]1[CH:51]=[CH:50][CH:49]=[CH:48][C:44]=1[C:45]([NH2:47])=[O:46], predict the reaction product. The product is: [CH3:15][C:10]1[CH:9]=[C:8]([C:5]2[CH:6]=[CH:7][C:2]([NH:47][C:45](=[O:46])[C:44]3[CH:48]=[CH:49][CH:50]=[CH:51][C:43]=3[O:42][C:41]([F:52])([F:53])[F:40])=[CH:3][C:4]=2[C:16]2[O:17][C:18]3[CH:24]=[CH:23][C:22]([CH3:25])=[CH:21][C:19]=3[N:20]=2)[CH:13]=[C:12]([CH3:14])[CH:11]=1. (5) The product is: [Cl:7][C:6]1[C:5](=[O:8])[N:4]([CH2:9][CH3:10])[C:3](=[O:11])[C:2]=1[S:18][C:13]1[CH:14]=[CH:15][CH:16]=[CH:17][C:12]=1[SH:19]. Given the reactants Cl[C:2]1[C:3](=[O:11])[N:4]([CH2:9][CH3:10])[C:5](=[O:8])[C:6]=1[Cl:7].[C:12]1([SH:19])[C:13]([SH:18])=[CH:14][CH:15]=[CH:16][CH:17]=1, predict the reaction product. (6) The product is: [Cl:24][C:19]1[CH:20]=[C:21]2[C:16](=[CH:17][CH:18]=1)[NH:15][C:14](=[O:25])[C:13]([C:11](=[O:12])[CH2:10][CH2:9][O:8][CH2:1][CH3:2])=[C:22]2[OH:23]. Given the reactants [CH2:1]([O:8][CH2:9][CH2:10][C:11]([C:13]1[C:14](=[O:25])[NH:15][C:16]2[C:21]([C:22]=1[OH:23])=[CH:20][C:19]([Cl:24])=[CH:18][CH:17]=2)=[O:12])[C:2]1C=CC=CC=1.CC[O-].[Na+].CCO.Cl, predict the reaction product. (7) Given the reactants [CH3:1][N:2]([CH3:31])[C:3]([C:5]1[CH:6]=[CH:7][C:8](/[CH:20]=[CH:21]/[C:22]2[C:30]3[C:25](=[CH:26][CH:27]=[CH:28][CH:29]=3)[NH:24][N:23]=2)=[C:9]([NH:11][C:12]([C:14]2[S:15][CH:16]=[CH:17][C:18]=2[CH3:19])=[O:13])[CH:10]=1)=[O:4].[ClH:32].CO, predict the reaction product. The product is: [ClH:32].[CH3:31][N:2]([CH3:1])[C:3]([C:5]1[CH:6]=[CH:7][C:8](/[CH:20]=[CH:21]/[C:22]2[C:30]3[C:25](=[CH:26][CH:27]=[CH:28][CH:29]=3)[NH:24][N:23]=2)=[C:9]([NH:11][C:12]([C:14]2[S:15][CH:16]=[CH:17][C:18]=2[CH3:19])=[O:13])[CH:10]=1)=[O:4]. (8) Given the reactants [NH2:1][C:2]1[N:7]=[CH:6][CH:5]=[CH:4][N:3]=1.[CH3:8][C:9]([N+:16]#[C-:17])([CH3:15])[CH2:10][C:11]([CH3:14])([CH3:13])[CH3:12].[Cl:18][C:19]1[CH:26]=[C:25]([F:27])[CH:24]=[CH:23][C:20]=1[CH:21]=O, predict the reaction product. The product is: [Cl:18][C:19]1[CH:26]=[C:25]([F:27])[CH:24]=[CH:23][C:20]=1[C:21]1[N:1]=[C:2]2[N:7]=[CH:6][CH:5]=[CH:4][N:3]2[C:17]=1[NH:16][C:9]([CH3:15])([CH3:8])[CH2:10][C:11]([CH3:14])([CH3:13])[CH3:12]. (9) Given the reactants [CH3:1][O:2][C:3]1[CH:4]=[C:5]2[C:10](=[CH:11][C:12]=1[O:13][CH3:14])[N:9]=[CH:8][CH:7]=[C:6]2[O:15][C:16]1[CH:26]=[CH:25][C:19]([O:20][CH2:21][C:22](O)=[O:23])=[CH:18][CH:17]=1.CCN=C=NCCCN(C)C.Cl.C1C=CC2N(O)N=NC=2C=1.[Cl:49][C:50]1[CH:51]=[C:52]([CH:54]=[CH:55][CH:56]=1)[NH2:53].C(=O)([O-])O.[Na+], predict the reaction product. The product is: [Cl:49][C:50]1[CH:51]=[C:52]([NH:53][C:22](=[O:23])[CH2:21][O:20][C:19]2[CH:18]=[CH:17][C:16]([O:15][C:6]3[C:5]4[C:10](=[CH:11][C:12]([O:13][CH3:14])=[C:3]([O:2][CH3:1])[CH:4]=4)[N:9]=[CH:8][CH:7]=3)=[CH:26][CH:25]=2)[CH:54]=[CH:55][CH:56]=1. (10) Given the reactants [CH3:1][S:2]([N:5]1[C:9]2=[CH:10][CH:11]=[C:12]3[C:17]([N:16]=[C:15]([C:18]4[CH:24]=[CH:23][C:21]([NH2:22])=[CH:20][CH:19]=4)[N:14]=[C:13]3[N:25]3[CH2:30][CH2:29][O:28][CH2:27][CH2:26]3)=[C:8]2[CH:7]=[CH:6]1)(=[O:4])=[O:3].[C:31](Cl)(=[O:33])[CH3:32], predict the reaction product. The product is: [CH3:1][S:2]([N:5]1[C:9]2=[CH:10][CH:11]=[C:12]3[C:17]([N:16]=[C:15]([C:18]4[CH:19]=[CH:20][C:21]([NH:22][C:31](=[O:33])[CH3:32])=[CH:23][CH:24]=4)[N:14]=[C:13]3[N:25]3[CH2:30][CH2:29][O:28][CH2:27][CH2:26]3)=[C:8]2[CH:7]=[CH:6]1)(=[O:4])=[O:3].